Dataset: Catalyst prediction with 721,799 reactions and 888 catalyst types from USPTO. Task: Predict which catalyst facilitates the given reaction. (1) Product: [CH3:12][N:13]1[CH:17]=[C:16]([C:2]2[S:6][CH:5]=[N:4][C:3]=2[C:7]([O:9][CH2:10][CH3:11])=[O:8])[CH:15]=[N:14]1. The catalyst class is: 77. Reactant: Br[C:2]1[S:6][CH:5]=[N:4][C:3]=1[C:7]([O:9][CH2:10][CH3:11])=[O:8].[CH3:12][N:13]1[CH:17]=[C:16](B2OC(C)(C)C(C)(C)O2)[CH:15]=[N:14]1.C([O-])([O-])=O.[Na+].[Na+].O. (2) Reactant: [CH3:1][O:2][C:3](=[O:17])[C:4]1[CH:9]=[CH:8][CH:7]=[C:6]([C:10](=O)[CH:11](Br)[CH2:12]CC)[CH:5]=1.C(C([O:24][CH2:25][C:26]([NH2:28])=[S:27])=O)(C)(C)C. Product: [CH3:1][O:2][C:3](=[O:17])[C:4]1[CH:9]=[CH:8][CH:7]=[C:6]([C:10]2[N:28]=[C:26]([CH2:25][OH:24])[S:27][C:11]=2[CH3:12])[CH:5]=1. The catalyst class is: 14. (3) Reactant: [CH3:1][N:2]1[CH2:7][CH2:6][NH:5][CH2:4][CH2:3]1.C1C=CC2N(O)N=NC=2C=1.CCN=C=NCCCN(C)C.Cl.[CH3:30][Si:31]([C:34]#[C:35][C:36]1[CH:44]=[CH:43][C:39]([C:40](O)=[O:41])=[CH:38][CH:37]=1)([CH3:33])[CH3:32]. Product: [CH3:1][N:2]1[CH2:7][CH2:6][N:5]([C:40]([C:39]2[CH:43]=[CH:44][C:36]([C:35]#[C:34][Si:31]([CH3:30])([CH3:33])[CH3:32])=[CH:37][CH:38]=2)=[O:41])[CH2:4][CH2:3]1. The catalyst class is: 2. (4) The catalyst class is: 50. Product: [CH:19]1([C:9]([N:3]2[CH2:4][CH2:5][C:6](=[O:8])[CH2:7][C@@H:2]2[CH3:1])=[O:11])[CH2:23][CH2:22][CH2:21][CH2:20]1. Reactant: [CH3:1][C@H:2]1[CH2:7][C:6](=[O:8])[CH2:5][CH2:4][N:3]1[C:9]([O:11]CC1C=CC=CC=1)=O.[CH:19]1(C(Cl)=O)[CH2:23][CH2:22][CH2:21][CH2:20]1. (5) Reactant: [F:1][C:2]([Si](C)(C)C)([F:4])[F:3].[F-].C([N+](CCCC)(CCCC)CCCC)CCC.[C:27]([C:30]1[N:34]2[CH2:35][C@H:36]([C:48]3[CH:53]=[CH:52][CH:51]=[C:50]([F:54])[C:49]=3[F:55])[CH2:37][CH2:38][C@@H:39]([NH:40][C:41](=[O:47])[O:42][C:43]([CH3:46])([CH3:45])[CH3:44])[C:33]2=[N:32][CH:31]=1)(=[O:29])[CH3:28]. Product: [F:55][C:49]1[C:50]([F:54])=[CH:51][CH:52]=[CH:53][C:48]=1[C@H:36]1[CH2:35][N:34]2[C:30]([C:27]([OH:29])([CH3:28])[C:2]([F:4])([F:3])[F:1])=[CH:31][N:32]=[C:33]2[C@H:39]([NH:40][C:41](=[O:47])[O:42][C:43]([CH3:46])([CH3:45])[CH3:44])[CH2:38][CH2:37]1. The catalyst class is: 7. (6) Reactant: [Na].O[CH:3]=[CH:4][C:5]([O:7]CC)=O.Cl.[OH:11][CH:12]([CH3:16])[C:13]([NH2:15])=[NH:14].C(O)(=O)C. Product: [OH:11][CH:12]([C:13]1[NH:15][C:5](=[O:7])[CH:4]=[CH:3][N:14]=1)[CH3:16]. The catalyst class is: 6. (7) Reactant: [F:1][C:2]1[CH:13]=[CH:12][C:5]([O:6][CH2:7][C:8](OC)=[O:9])=[C:4]([CH3:14])[CH:3]=1.[NH2:15][NH2:16]. Product: [F:1][C:2]1[CH:13]=[CH:12][C:5]([O:6][CH2:7][C:8]([NH:15][NH2:16])=[O:9])=[C:4]([CH3:14])[CH:3]=1. The catalyst class is: 14.